Dataset: Forward reaction prediction with 1.9M reactions from USPTO patents (1976-2016). Task: Predict the product of the given reaction. (1) The product is: [P:9]([O:19][C:20]1[CH:25]=[CH:24][C:23]([CH:26]([CH3:28])[CH3:27])=[C:22]([O:29][P:30]([OH:32])([OH:40])=[O:31])[CH:21]=1)([OH:11])([OH:10])=[O:8]. Given the reactants C([O:8][P:9]([O:19][C:20]1[CH:25]=[CH:24][C:23]([CH:26]([CH3:28])[CH3:27])=[C:22]([O:29][P:30]([O:40]CC2C=CC=CC=2)([O:32]CC2C=CC=CC=2)=[O:31])[CH:21]=1)([O:11]CC1C=CC=CC=1)=[O:10])C1C=CC=CC=1, predict the reaction product. (2) Given the reactants [CH3:1][O:2][C:3](=[O:30])[C:4]1[CH:16]=[C:15]([Sn](CCCC)(CCCC)CCCC)[CH:14]=[C:6]([C:7]([N:9]([CH3:13])[CH2:10][CH2:11][CH3:12])=[O:8])[CH:5]=1.[C:31](Cl)(=[O:38])[C:32]1[CH:37]=[CH:36][CH:35]=[CH:34][CH:33]=1.C(P(C(C)(C)C)C1C=CC=CC=1C1C=CC=CC=1)(C)(C)C, predict the reaction product. The product is: [CH3:1][O:2][C:3](=[O:30])[C:4]1[CH:16]=[C:15]([C:31](=[O:38])[C:32]2[CH:37]=[CH:36][CH:35]=[CH:34][CH:33]=2)[CH:14]=[C:6]([C:7]([N:9]([CH3:13])[CH2:10][CH2:11][CH3:12])=[O:8])[CH:5]=1. (3) The product is: [F:8][C:9]1[CH:10]=[CH:11][C:12]([C:15]2[N:16]=[CH:17][N:18]([CH:26]3[CH2:31][CH2:30][NH:29][CH2:28][CH2:27]3)[C:19]=2[C:20]2[CH:25]=[CH:24][N:23]=[CH:22][N:21]=2)=[CH:13][CH:14]=1. Given the reactants C(O)(C(F)(F)F)=O.[F:8][C:9]1[CH:14]=[CH:13][C:12]([C:15]2[N:16]=[CH:17][N:18]([CH:26]3[CH2:31][CH2:30][N:29](C(OC(C)(C)C)=O)[CH2:28][CH2:27]3)[C:19]=2[C:20]2[CH:25]=[CH:24][N:23]=[CH:22][N:21]=2)=[CH:11][CH:10]=1.[OH-].[Na+], predict the reaction product. (4) Given the reactants [CH:1]1([C:5]2[C:26]([C:27]3[NH:31][C:30]([CH3:32])=[N:29][N:28]=3)=[CH:25][C:8]([C:9]([N:11]3[CH2:16][CH2:15][CH:14]([C:17]4[CH:24]=[CH:23][C:20]([C:21]#[N:22])=[CH:19][CH:18]=4)[CH2:13][CH2:12]3)=[O:10])=[C:7]([CH3:33])[CH:6]=2)[CH2:4][CH2:3][CH2:2]1.[CH3:34][O:35][CH2:36]CC(NN)=O, predict the reaction product. The product is: [CH:1]1([C:5]2[C:26]([C:27]3[NH:31][C:30]([CH2:32][CH2:34][O:35][CH3:36])=[N:29][N:28]=3)=[CH:25][C:8]([C:9]([N:11]3[CH2:12][CH2:13][CH:14]([C:17]4[CH:24]=[CH:23][C:20]([C:21]#[N:22])=[CH:19][CH:18]=4)[CH2:15][CH2:16]3)=[O:10])=[C:7]([CH3:33])[CH:6]=2)[CH2:4][CH2:3][CH2:2]1.